This data is from Full USPTO retrosynthesis dataset with 1.9M reactions from patents (1976-2016). The task is: Predict the reactants needed to synthesize the given product. (1) Given the product [C:17]1([CH3:27])[CH:18]=[CH:19][C:20]([S:23]([OH:26])(=[O:24])=[O:25])=[CH:21][CH:22]=1.[CH2:1]([N:8]1[CH2:13][CH2:12][CH:11]([CH3:14])[CH:10]([OH:15])[CH2:9]1)[C:2]1[CH:3]=[CH:4][CH:5]=[CH:6][CH:7]=1, predict the reactants needed to synthesize it. The reactants are: [CH2:1]([N:8]1[CH2:13][CH2:12][CH:11]([CH3:14])[CH:10]([OH:15])[CH2:9]1)[C:2]1[CH:7]=[CH:6][CH:5]=[CH:4][CH:3]=1.O.[C:17]1([CH3:27])[CH:22]=[CH:21][C:20]([S:23]([OH:26])(=[O:25])=[O:24])=[CH:19][CH:18]=1. (2) Given the product [NH2:1][C:4]1[CH:5]=[C:6]([CH:19]=[CH:20][C:21]=1[NH2:22])[C:7]([NH:9][C:10]1[S:11][CH:12]=[C:13]([C:15]([F:18])([F:17])[F:16])[N:14]=1)=[O:8], predict the reactants needed to synthesize it. The reactants are: [N+:1]([C:4]1[CH:5]=[C:6]([CH:19]=[CH:20][C:21]=1[N+:22]([O-])=O)[C:7]([NH:9][C:10]1[S:11][CH:12]=[C:13]([C:15]([F:18])([F:17])[F:16])[N:14]=1)=[O:8])([O-])=O. (3) Given the product [CH3:8][C:9]1[CH:13]=[C:12]([CH3:14])[N:11]([C:2]2[CH:7]=[CH:6][CH:5]=[CH:4][CH:3]=2)[N:10]=1, predict the reactants needed to synthesize it. The reactants are: I[C:2]1[CH:7]=[CH:6][CH:5]=[CH:4][CH:3]=1.[CH3:8][C:9]1[CH:13]=[C:12]([CH3:14])[NH:11][N:10]=1.